From a dataset of Catalyst prediction with 721,799 reactions and 888 catalyst types from USPTO. Predict which catalyst facilitates the given reaction. (1) Reactant: O=C1C2C(=CC=CC=2)C(=O)[N:3]1[CH:12]1[CH2:21][CH2:20][C:19]2[CH:18]=[C:17]([S:22][C:23](=[O:27])[N:24]([CH3:26])[CH3:25])[CH:16]=[CH:15][C:14]=2[CH2:13]1.NN. Product: [NH2:3][CH:12]1[CH2:21][CH2:20][C:19]2[CH:18]=[C:17]([S:22][C:23](=[O:27])[N:24]([CH3:25])[CH3:26])[CH:16]=[CH:15][C:14]=2[CH2:13]1. The catalyst class is: 14. (2) Reactant: [C:1]([OH:11])(=O)/[CH:2]=[CH:3]/[CH2:4][CH2:5][CH2:6][CH2:7][CH2:8][CH3:9].O[N:13]1[C:17](=O)[CH2:16][CH2:15]C1=O.[CH:20]1(N=C=NC2CCCCC2)CCCCC1. Product: [CH2:17]([NH:13][C:1](=[O:11])/[CH:2]=[CH:3]/[CH2:4][CH2:5][CH2:6][CH2:7][CH2:8][CH3:9])[CH:16]([CH3:20])[CH3:15]. The catalyst class is: 12. (3) Reactant: [Cl:1][C:2]1[CH:10]=[CH:9][C:5]([C:6](Cl)=[O:7])=[CH:4][N:3]=1.[N+:11]([C:14]1[CH:20]=[C:19]([C:21]([F:24])([F:23])[F:22])[CH:18]=[CH:17][C:15]=1[NH2:16])([O-:13])=[O:12].C(N(CC)CC)C.O. Product: [Cl:1][C:2]1[N:3]=[CH:4][C:5]([C:6]([NH:16][C:15]2[CH:17]=[CH:18][C:19]([C:21]([F:24])([F:23])[F:22])=[CH:20][C:14]=2[N+:11]([O-:13])=[O:12])=[O:7])=[CH:9][CH:10]=1. The catalyst class is: 56. (4) Reactant: C([Li])(C)(C)C.I[C:7]1[CH:12]=[CH:11][N:10]=[CH:9][CH:8]=1.[Br:13][C:14]1[CH:15]=[C:16](/[C:20](/[C:28]2[C:29]([C:34]#[N:35])=[N:30][CH:31]=[CH:32][CH:33]=2)=[N:21]\S(C(C)(C)C)=O)[CH:17]=[CH:18][CH:19]=1. Product: [Br:13][C:14]1[CH:15]=[C:16]([C:20]2([C:7]3[CH:12]=[CH:11][N:10]=[CH:9][CH:8]=3)[C:28]3[C:29](=[N:30][CH:31]=[CH:32][CH:33]=3)[C:34]([NH2:35])=[N:21]2)[CH:17]=[CH:18][CH:19]=1. The catalyst class is: 1. (5) Product: [Br:2][C:3]1[C:4]([S:9]([CH:12]2[CH2:17][CH2:16][N:15]([CH2:19][CH2:20][OH:21])[CH2:14][CH2:13]2)(=[O:10])=[O:11])=[N:5][CH:6]=[CH:7][CH:8]=1. Reactant: Cl.[Br:2][C:3]1[C:4]([S:9]([CH:12]2[CH2:17][CH2:16][NH:15][CH2:14][CH2:13]2)(=[O:11])=[O:10])=[N:5][CH:6]=[CH:7][CH:8]=1.Br[CH2:19][CH2:20][OH:21].C([O-])([O-])=O.[K+].[K+]. The catalyst class is: 23. (6) Reactant: [CH3:1][O:2][C:3]1[CH:8]=[CH:7][CH:6]=[C:5]([N:9]2[CH2:14][CH2:13][N:12](C(OCC3C=CC=CC=3)=O)[CH2:11][CH2:10]2)[C:4]=1[CH2:25][CH2:26][N:27]1[CH2:32][CH2:31][CH:30]([N:33]2[C:41]3[C:36](=[CH:37][CH:38]=[C:39]([C:42]([NH2:44])=[O:43])[CH:40]=3)[CH:35]=[CH:34]2)[CH2:29][CH2:28]1.[H][H]. Product: [CH3:1][O:2][C:3]1[CH:8]=[CH:7][CH:6]=[C:5]([N:9]2[CH2:10][CH2:11][NH:12][CH2:13][CH2:14]2)[C:4]=1[CH2:25][CH2:26][N:27]1[CH2:32][CH2:31][CH:30]([N:33]2[C:41]3[C:36](=[CH:37][CH:38]=[C:39]([C:42]([NH2:44])=[O:43])[CH:40]=3)[CH:35]=[CH:34]2)[CH2:29][CH2:28]1. The catalyst class is: 129. (7) The catalyst class is: 14. Reactant: [F:1][C:2]1[CH:7]=[CH:6][C:5]([C:8]([C:10]2[CH:19]=[CH:18][CH:17]=[C:16]3[C:11]=2[CH:12]=[CH:13][C:14]([NH:20][CH2:21][C:22]2[CH:27]=[CH:26][CH:25]=[CH:24][C:23]=2[O:28][CH3:29])=[N:15]3)=O)=[CH:4][CH:3]=1.Cl.[NH2:31][OH:32].C(=O)([O-])[O-].[Na+].[Na+].O. Product: [F:1][C:2]1[CH:7]=[CH:6][C:5]([C:8]([C:10]2[CH:19]=[CH:18][CH:17]=[C:16]3[C:11]=2[CH:12]=[CH:13][C:14]([NH:20][CH2:21][C:22]2[CH:27]=[CH:26][CH:25]=[CH:24][C:23]=2[O:28][CH3:29])=[N:15]3)=[N:31][OH:32])=[CH:4][CH:3]=1. (8) Reactant: [O:1]=[C:2]1[C:7]2[C:8]([NH:24][C:25]3[CH:30]=[CH:29][C:28]([C:31]([F:34])([F:33])[F:32])=[CH:27][CH:26]=3)=[N:9][N:10]([C:11]3([CH2:21][C:22]#[N:23])[CH2:20][CH2:19][C:14]4(OCC[O:15]4)[CH2:13][CH2:12]3)[C:6]=2[CH:5]=[CH:4][NH:3]1.Cl.C(=O)([O-])[O-].[Na+].[Na+]. Product: [O:15]=[C:14]1[CH2:19][CH2:20][C:11]([CH2:21][C:22]#[N:23])([N:10]2[C:6]3[CH:5]=[CH:4][NH:3][C:2](=[O:1])[C:7]=3[C:8]([NH:24][C:25]3[CH:30]=[CH:29][C:28]([C:31]([F:33])([F:34])[F:32])=[CH:27][CH:26]=3)=[N:9]2)[CH2:12][CH2:13]1. The catalyst class is: 1. (9) Reactant: [NH2:1][C:2]1[CH:10]=[CH:9][C:5]([C:6]([OH:8])=O)=[CH:4][C:3]=1[F:11].[C:12]([NH:16][C:17](=[O:31])[C:18]1[CH:23]=[CH:22][CH:21]=[C:20]([CH2:24][N:25]2[CH2:30][CH2:29][NH:28][CH2:27][CH2:26]2)[CH:19]=1)([CH3:15])([CH3:14])[CH3:13].Cl.CN(C)CCCN=C=NCC.C(N(CC)CC)C. Product: [NH2:1][C:2]1[CH:10]=[CH:9][C:5]([C:6]([N:28]2[CH2:27][CH2:26][N:25]([CH2:24][C:20]3[CH:19]=[C:18]([CH:23]=[CH:22][CH:21]=3)[C:17]([NH:16][C:12]([CH3:14])([CH3:15])[CH3:13])=[O:31])[CH2:30][CH2:29]2)=[O:8])=[CH:4][C:3]=1[F:11]. The catalyst class is: 10. (10) Reactant: Br[C:2]1[CH:3]=[C:4]([O:16][CH3:17])[C:5]([O:14][CH3:15])=[C:6]([CH:8]2[O:13][CH2:12][CH2:11][CH2:10][O:9]2)[CH:7]=1.[Li]C(C)(C)C.[C:23]1([CH3:31])[CH:28]=[CH:27][C:26]([CH:29]=[O:30])=[CH:25][CH:24]=1.O. Product: [O:9]1[CH2:10][CH2:11][CH2:12][O:13][CH:8]1[C:6]1[CH:7]=[C:2]([CH:29]([C:26]2[CH:27]=[CH:28][C:23]([CH3:31])=[CH:24][CH:25]=2)[OH:30])[CH:3]=[C:4]([O:16][CH3:17])[C:5]=1[O:14][CH3:15]. The catalyst class is: 1.